This data is from Full USPTO retrosynthesis dataset with 1.9M reactions from patents (1976-2016). The task is: Predict the reactants needed to synthesize the given product. (1) Given the product [Cl:12][C:10]1[CH:9]=[CH:8][C:7]([O:13][CH2:14][C:15]([N:17]2[CH2:22][C@H:21]([CH3:23])[N:20]([CH2:24][C:25]3[CH:26]=[CH:27][C:28]([F:31])=[CH:29][CH:30]=3)[CH2:19][C@H:18]2[CH3:32])=[O:16])=[C:6]([CH:11]=1)[O:5][CH2:4][C:3]([OH:33])=[O:2], predict the reactants needed to synthesize it. The reactants are: C[O:2][C:3](=[O:33])[CH2:4][O:5][C:6]1[CH:11]=[C:10]([Cl:12])[CH:9]=[CH:8][C:7]=1[O:13][CH2:14][C:15]([N:17]1[CH2:22][C@H:21]([CH3:23])[N:20]([CH2:24][C:25]2[CH:30]=[CH:29][C:28]([F:31])=[CH:27][CH:26]=2)[CH2:19][C@H:18]1[CH3:32])=[O:16].O.[OH-].[Li+].Cl. (2) Given the product [CH3:19][N:3]([CH3:2])[C:4]([N:6]1[CH2:10][CH:9]2[CH2:11][C:12]([NH2:14])([CH2:17][CH3:18])[CH2:13][CH:8]2[CH2:7]1)=[O:5], predict the reactants needed to synthesize it. The reactants are: Cl.[CH3:2][N:3]([CH3:19])[C:4]([N:6]1[CH2:10][CH:9]2[CH2:11][C:12]([CH2:17][CH3:18])([N:14]=C=O)[CH2:13][CH:8]2[CH2:7]1)=[O:5].[OH-].[Na+].